Dataset: Full USPTO retrosynthesis dataset with 1.9M reactions from patents (1976-2016). Task: Predict the reactants needed to synthesize the given product. (1) Given the product [Cl:21][C:22]1[C:27]([Cl:28])=[CH:26][CH:25]=[CH:24][C:23]=1[N:29]1[CH2:34][CH2:33][N:32]([CH2:2][CH2:3][CH2:4][O:5][C:6]2[CH:7]=[CH:8][C:9]3[C:15]([CH3:17])([CH3:16])[CH2:14][CH2:13][C:12](=[O:18])[NH:11][C:10]=3[CH:19]=2)[CH2:31][CH2:30]1, predict the reactants needed to synthesize it. The reactants are: Br[CH2:2][CH2:3][CH2:4][O:5][C:6]1[CH:7]=[CH:8][C:9]2[C:15]([CH3:17])([CH3:16])[CH2:14][CH2:13][C:12](=[O:18])[NH:11][C:10]=2[CH:19]=1.Cl.[Cl:21][C:22]1[C:27]([Cl:28])=[CH:26][CH:25]=[CH:24][C:23]=1[N:29]1[CH2:34][CH2:33][NH:32][CH2:31][CH2:30]1.[I-].[Na+].C(=O)([O-])[O-].[K+].[K+]. (2) The reactants are: [CH3:1][N:2]([CH:29]1[CH2:34][C:33]([CH3:36])([CH3:35])[NH:32][C:31]([CH3:38])([CH3:37])[CH2:30]1)[C:3]1[N:8]=[N:7][C:6]([C:9]2[CH:14]=[CH:13][C:12]([C:15]3[N:16]=[CH:17][N:18](COCC[Si](C)(C)C)[CH:19]=3)=[CH:11][C:10]=2[OH:28])=[CH:5][CH:4]=1.C(Cl)Cl.Cl.B(Br)(Br)Br. Given the product [NH:18]1[CH:19]=[C:15]([C:12]2[CH:13]=[CH:14][C:9]([C:6]3[N:7]=[N:8][C:3]([N:2]([CH3:1])[CH:29]4[CH2:34][C:33]([CH3:35])([CH3:36])[NH:32][C:31]([CH3:38])([CH3:37])[CH2:30]4)=[CH:4][CH:5]=3)=[C:10]([OH:28])[CH:11]=2)[N:16]=[CH:17]1, predict the reactants needed to synthesize it. (3) Given the product [NH2:1][C:2]1[C:3]2[C:13](=[O:14])[N:12]([C:15]3[CH:20]=[CH:19][C:18]([C:21]4([C:25]([OH:27])=[O:26])[CH2:24][CH2:23][CH2:22]4)=[CH:17][CH:16]=3)[CH2:11][CH2:10][C:4]=2[N:5]=[C:6]([O:8][CH3:9])[N:7]=1, predict the reactants needed to synthesize it. The reactants are: [NH2:1][C:2]1[C:3]2[C:13](=[O:14])[N:12]([C:15]3[CH:20]=[CH:19][C:18]([C:21]4([C:25]([O:27]C)=[O:26])[CH2:24][CH2:23][CH2:22]4)=[CH:17][CH:16]=3)[CH2:11][CH2:10][C:4]=2[N:5]=[C:6]([O:8][CH3:9])[N:7]=1.O1CCOCC1.O.[OH-].[Li+]. (4) The reactants are: C([O:5][C:6]([C:8]1[NH:17][C:16]2[CH2:15][CH2:14][CH2:13][N:12]([CH2:18][CH2:19][N:20]([CH3:22])[CH3:21])[C:11](=[O:23])[C:10]=2[C:9]=1[CH3:24])=O)(C)(C)C.FC(F)(F)C(O)=O.C(OC(OCC)OCC)C. Given the product [CH3:22][N:20]([CH3:21])[CH2:19][CH2:18][N:12]1[CH2:13][CH2:14][CH2:15][C:16]2[NH:17][C:8]([CH:6]=[O:5])=[C:9]([CH3:24])[C:10]=2[C:11]1=[O:23], predict the reactants needed to synthesize it. (5) Given the product [Br:1][C:2]1[N:7]=[C:6]([C:8]([N:24]([O:25][CH3:26])[CH3:23])=[O:10])[CH:5]=[CH:4][CH:3]=1, predict the reactants needed to synthesize it. The reactants are: [Br:1][C:2]1[N:7]=[C:6]([C:8]([OH:10])=O)[CH:5]=[CH:4][CH:3]=1.C1N=CN(C(N2C=NC=C2)=O)C=1.[CH3:23][NH:24][O:25][CH3:26].